From a dataset of Full USPTO retrosynthesis dataset with 1.9M reactions from patents (1976-2016). Predict the reactants needed to synthesize the given product. (1) The reactants are: C([O:8][C:9]1[CH:10]=[C:11]([C:15]2[CH:20]=[CH:19][C:18]([OH:21])=[C:17]([CH:22]=[CH:23][CH2:24][CH2:25][O:26]CC3C=CC=CC=3)[CH:16]=2)[CH:12]=[CH:13][CH:14]=1)C1C=CC=CC=1. Given the product [OH:26][CH2:25][CH2:24][CH2:23][CH2:22][C:17]1[CH:16]=[C:15]([C:11]2[CH:12]=[CH:13][CH:14]=[C:9]([OH:8])[CH:10]=2)[CH:20]=[CH:19][C:18]=1[OH:21], predict the reactants needed to synthesize it. (2) Given the product [ClH:31].[CH2:1]([N:5]1[CH:9]=[C:8]([NH:10][C:11]([NH:13][C:14]2[CH:19]=[CH:18][C:17]([O:20][C:21]([F:24])([F:23])[F:22])=[CH:16][CH:15]=2)=[O:12])[N:7]=[C:6]1[C:25]([NH:27][CH2:28][CH2:29][CH2:30][NH:35][CH2:34][C:33]([F:37])([F:36])[F:32])=[O:26])[CH2:2][CH2:3][CH3:4], predict the reactants needed to synthesize it. The reactants are: [CH2:1]([N:5]1[CH:9]=[C:8]([NH:10][C:11]([NH:13][C:14]2[CH:19]=[CH:18][C:17]([O:20][C:21]([F:24])([F:23])[F:22])=[CH:16][CH:15]=2)=[O:12])[N:7]=[C:6]1[C:25]([NH:27][CH2:28][CH2:29][CH2:30][Cl:31])=[O:26])[CH2:2][CH2:3][CH3:4].[F:32][C:33]([F:37])([F:36])[CH2:34][NH2:35].[I-].[Na+]. (3) The reactants are: [H-].[Al+3].[Li+].[H-].[H-].[H-].C([O:9][C:10]([C:12]1[C:13]([NH2:25])=[N:14][C:15]([N:18]2[CH2:23][CH2:22][N:21]([CH3:24])[CH2:20][CH2:19]2)=[N:16][CH:17]=1)=O)C. Given the product [NH2:25][C:13]1[C:12]([CH2:10][OH:9])=[CH:17][N:16]=[C:15]([N:18]2[CH2:23][CH2:22][N:21]([CH3:24])[CH2:20][CH2:19]2)[N:14]=1, predict the reactants needed to synthesize it. (4) Given the product [Cl:27][C:6]1[C:5]2[C:9](=[CH:10][C:2]([F:1])=[C:3]([CH2:11][NH:12][C:13](=[O:19])[O:14][C:15]([CH3:16])([CH3:18])[CH3:17])[CH:4]=2)[NH:8][CH:7]=1, predict the reactants needed to synthesize it. The reactants are: [F:1][C:2]1[CH:10]=[C:9]2[C:5]([CH:6]=[CH:7][NH:8]2)=[CH:4][C:3]=1[CH2:11][NH:12][C:13](=[O:19])[O:14][C:15]([CH3:18])([CH3:17])[CH3:16].C1C(=O)N([Cl:27])C(=O)C1. (5) Given the product [CH2:15]([O:22][C:23]1[CH:24]=[CH:25][C:26]2[NH:31][C:5]3[C:4]4[C:9]([C:7](=[O:8])[C:28]=3[C:27]=2[CH:30]=1)=[CH:10][C:11]([O:13][CH3:14])=[CH:12][C:3]=4[O:2][CH3:1])[C:16]1[CH:17]=[CH:18][CH:19]=[CH:20][CH:21]=1.[CH2:15]([O:22][C:23]1[CH:24]=[CH:25][C:26]2[NH:31][C:7]3[C:9]4[C:4]([C:5](=[O:6])[C:28]=3[C:27]=2[CH:30]=1)=[C:3]([O:2][CH3:1])[CH:12]=[C:11]([O:13][CH3:14])[CH:10]=4)[C:16]1[CH:17]=[CH:18][CH:19]=[CH:20][CH:21]=1, predict the reactants needed to synthesize it. The reactants are: [CH3:1][O:2][C:3]1[CH:12]=[C:11]([O:13][CH3:14])[CH:10]=[C:9]2[C:4]=1[CH2:5][O:6][C:7]2=[O:8].[CH2:15]([O:22][C:23]1[CH:24]=[CH:25][C:26]([N+:31]([O-])=O)=[C:27]([CH:30]=1)[CH:28]=O)[C:16]1[CH:21]=[CH:20][CH:19]=[CH:18][CH:17]=1.